This data is from Full USPTO retrosynthesis dataset with 1.9M reactions from patents (1976-2016). The task is: Predict the reactants needed to synthesize the given product. (1) Given the product [Cl:11][C:8]1[CH:9]=[CH:10][C:5]2[N:6]([C:2]([C:32]#[C:31][C:33]3[CH:34]=[C:35]([CH:38]=[CH:39][C:40]=3[CH3:41])[C:36]#[N:37])=[CH:3][N:4]=2)[N:7]=1, predict the reactants needed to synthesize it. The reactants are: Br[C:2]1[N:6]2[N:7]=[C:8]([Cl:11])[CH:9]=[CH:10][C:5]2=[N:4][CH:3]=1.C1C=CC(P(C2C=CC=CC=2)C2C=CC=CC=2)=CC=1.[C:31]([C:33]1[CH:34]=[C:35]([CH:38]=[CH:39][C:40]=1[CH3:41])[C:36]#[N:37])#[CH:32].CCN(CC)CC. (2) Given the product [Si:24]([O:23][CH2:22][CH2:21][CH2:20][N:7]1[C:8](=[O:19])[C:9]2[N:10]([CH2:11][C:12]3[CH:13]=[CH:14][C:15]([Cl:18])=[CH:16][CH:17]=3)[C:2]([NH:36][CH2:33][CH2:34][CH3:35])=[N:3][C:4]=2[N:5]([CH3:32])[C:6]1=[O:31])([C:27]([CH3:29])([CH3:28])[CH3:30])([CH3:25])[CH3:26], predict the reactants needed to synthesize it. The reactants are: Br[C:2]1[N:10]([CH2:11][C:12]2[CH:17]=[CH:16][C:15]([Cl:18])=[CH:14][CH:13]=2)[C:9]2[C:8](=[O:19])[N:7]([CH2:20][CH2:21][CH2:22][O:23][Si:24]([C:27]([CH3:30])([CH3:29])[CH3:28])([CH3:26])[CH3:25])[C:6](=[O:31])[N:5]([CH3:32])[C:4]=2[N:3]=1.[CH2:33]([NH2:36])[CH2:34][CH3:35]. (3) Given the product [F:1][C:2]1[CH:3]=[C:4]2[C:8](=[CH:9][CH:10]=1)[N:7]([CH2:21][C:20]1[CH:23]=[CH:24][C:17]([O:16][CH3:15])=[CH:18][CH:19]=1)[C:6](=[O:11])[C:5]2=[O:12], predict the reactants needed to synthesize it. The reactants are: [F:1][C:2]1[CH:3]=[C:4]2[C:8](=[CH:9][CH:10]=1)[NH:7][C:6](=[O:11])[C:5]2=[O:12].[H-].[Na+].[CH3:15][O:16][C:17]1[CH:24]=[CH:23][C:20]([CH2:21]Cl)=[CH:19][CH:18]=1.O. (4) Given the product [NH2:1][C:2]1[C:11]2[N:12]=[C:13]([CH2:38][CH2:39][O:40][CH3:41])[N:14]([CH2:15][CH2:16][N:17]([CH2:26][C:27]3[CH:28]=[C:29]([CH:35]=[CH:36][CH:37]=3)[O:30][CH2:31][C:32]([O:34][CH3:42])=[O:33])[C:18](=[O:25])[CH2:19][N:20]([CH2:23][CH3:24])[CH2:21][CH3:22])[C:10]=2[C:9]2[CH:8]=[CH:7][CH:6]=[CH:5][C:4]=2[N:3]=1, predict the reactants needed to synthesize it. The reactants are: [NH2:1][C:2]1[C:11]2[N:12]=[C:13]([CH2:38][CH2:39][O:40][CH3:41])[N:14]([CH2:15][CH2:16][N:17]([CH2:26][C:27]3[CH:28]=[C:29]([CH:35]=[CH:36][CH:37]=3)[O:30][CH2:31][C:32]([OH:34])=[O:33])[C:18](=[O:25])[CH2:19][N:20]([CH2:23][CH3:24])[CH2:21][CH3:22])[C:10]=2[C:9]2[CH:8]=[CH:7][CH:6]=[CH:5][C:4]=2[N:3]=1.[CH3:42]O. (5) Given the product [CH3:1][O:2][C:3]1[C:4](=[O:26])[C:5]([CH3:25])=[C:6]([CH2:12][C:13]2[CH:14]=[C:15]([CH2:19][CH2:20][CH2:21][C:22]([NH:30][CH:27]([CH3:29])[CH3:28])=[O:23])[CH:16]=[CH:17][CH:18]=2)[C:7](=[O:11])[C:8]=1[O:9][CH3:10], predict the reactants needed to synthesize it. The reactants are: [CH3:1][O:2][C:3]1[C:4](=[O:26])[C:5]([CH3:25])=[C:6]([CH2:12][C:13]2[CH:14]=[C:15]([CH2:19][CH2:20][CH2:21][C:22](O)=[O:23])[CH:16]=[CH:17][CH:18]=2)[C:7](=[O:11])[C:8]=1[O:9][CH3:10].[CH:27]([NH2:30])([CH3:29])[CH3:28]. (6) Given the product [Cl:1][C:2]1[CH:10]=[CH:9][CH:8]=[C:7]2[C:3]=1[C:4](=[O:22])[C:5](=[O:21])[N:6]2[CH:11]([CH2:15][CH:16]1[CH2:17][CH2:18][CH2:19][CH2:20]1)[C:12]([NH:29][C:24]1[CH:25]=[CH:26][CH:27]=[CH:28][N:23]=1)=[O:14], predict the reactants needed to synthesize it. The reactants are: [Cl:1][C:2]1[CH:10]=[CH:9][CH:8]=[C:7]2[C:3]=1[C:4](=[O:22])[C:5](=[O:21])[N:6]2[CH:11]([CH2:15][CH:16]1[CH2:20][CH2:19][CH2:18][CH2:17]1)[C:12]([OH:14])=O.[N:23]1[CH:28]=[CH:27][CH:26]=[CH:25][C:24]=1[NH2:29].C(N(CC)C(C)C)(C)C.F[P-](F)(F)(F)(F)F.N1(O[P+](N(C)C)(N(C)C)N(C)C)C2C=CC=CC=2N=N1. (7) Given the product [CH3:16][O:15][CH2:14][CH2:13][O:1][C:2]1[CH:3]=[C:4]([CH2:5][OH:6])[CH:7]=[CH:8][CH:9]=1, predict the reactants needed to synthesize it. The reactants are: [OH:1][C:2]1[CH:3]=[C:4]([CH:7]=[CH:8][CH:9]=1)[CH2:5][OH:6].[OH-].[Na+].Br[CH2:13][CH2:14][O:15][CH3:16].